From a dataset of Forward reaction prediction with 1.9M reactions from USPTO patents (1976-2016). Predict the product of the given reaction. (1) Given the reactants C[O-].[Na+].C(O[C:9]([C:11]1[N:12]=[CH:13][C:14]2[C:19]([C:20]=1[OH:21])=[CH:18][CH:17]=[C:16]([O:22][C:23]1[CH:28]=[CH:27][C:26]([NH:29][S:30]([C:33]3[CH:38]=[CH:37][C:36]([CH3:39])=[CH:35][CH:34]=3)(=[O:32])=[O:31])=[CH:25][CH:24]=1)[CH:15]=2)=[O:10])CCC.[NH2:40][CH2:41][C:42]([OH:44])=[O:43].Cl, predict the reaction product. The product is: [OH:21][C:20]1[C:19]2[C:14](=[CH:15][C:16]([O:22][C:23]3[CH:24]=[CH:25][C:26]([NH:29][S:30]([C:33]4[CH:38]=[CH:37][C:36]([CH3:39])=[CH:35][CH:34]=4)(=[O:32])=[O:31])=[CH:27][CH:28]=3)=[CH:17][CH:18]=2)[CH:13]=[N:12][C:11]=1[C:9]([NH:40][CH2:41][C:42]([OH:44])=[O:43])=[O:10]. (2) Given the reactants [F:1][C:2]1[CH:7]=[CH:6][C:5]([CH:8]2[C:13]3=[N:14][NH:15][C:16](=[O:21])[C:17]4[CH:18]=[CH:19][CH:20]=[C:11]([C:12]=43)[NH:10][CH:9]2[C:22]2[CH:29]=[CH:28][C:25]([CH:26]=O)=[CH:24][CH:23]=2)=[CH:4][CH:3]=1.[N:30]1([C:36]([O:38][C:39]([CH3:42])([CH3:41])[CH3:40])=[O:37])[CH2:35][CH2:34][NH:33][CH2:32][CH2:31]1.C(O)(=O)C.C(O[BH-](OC(=O)C)OC(=O)C)(=O)C.[Na+], predict the reaction product. The product is: [F:1][C:2]1[CH:3]=[CH:4][C:5]([CH:8]2[C:13]3=[N:14][NH:15][C:16](=[O:21])[C:17]4[CH:18]=[CH:19][CH:20]=[C:11]([C:12]=43)[NH:10][CH:9]2[C:22]2[CH:23]=[CH:24][C:25]([CH2:26][N:33]3[CH2:34][CH2:35][N:30]([C:36]([O:38][C:39]([CH3:42])([CH3:41])[CH3:40])=[O:37])[CH2:31][CH2:32]3)=[CH:28][CH:29]=2)=[CH:6][CH:7]=1. (3) Given the reactants OC(C(F)(F)F)=O.[CH3:8][N:9]([C:23]1[CH:28]=[CH:27][C:26]([N+:29]([O-:31])=[O:30])=[CH:25][CH:24]=1)[CH2:10][CH2:11]OS(C1C=CC(C)=CC=1)(=O)=O.[CH2:32]([N:34](CC)[CH2:35][CH3:36])[CH3:33].N1CCCC1, predict the reaction product. The product is: [CH3:8][N:9]([C:23]1[CH:24]=[CH:25][C:26]([N+:29]([O-:31])=[O:30])=[CH:27][CH:28]=1)[CH2:10][CH2:11][N:34]1[CH2:35][CH2:36][CH2:33][CH2:32]1. (4) Given the reactants C(OC([N:8]1[CH2:13][CH2:12][CH:11]([CH2:14][CH2:15][O:16][C:17]2[CH:22]=[CH:21][CH:20]=[CH:19][CH:18]=2)[CH2:10][CH2:9]1)=O)(C)(C)C.Cl.CCOCC, predict the reaction product. The product is: [O:16]([CH2:15][CH2:14][CH:11]1[CH2:10][CH2:9][NH:8][CH2:13][CH2:12]1)[C:17]1[CH:22]=[CH:21][CH:20]=[CH:19][CH:18]=1. (5) Given the reactants [CH2:1]([O:3][C:4]1[CH:11]=[CH:10][C:7]([CH:8]=O)=[CH:6][CH:5]=1)[CH3:2].[CH:12]([NH:15][OH:16])([CH3:14])[CH3:13], predict the reaction product. The product is: [CH2:1]([O:3][C:4]1[CH:11]=[CH:10][C:7]([CH:8]=[N+:15]([CH:12]([CH3:14])[CH3:13])[O-:16])=[CH:6][CH:5]=1)[CH3:2].